This data is from Catalyst prediction with 721,799 reactions and 888 catalyst types from USPTO. The task is: Predict which catalyst facilitates the given reaction. (1) Reactant: Cl[C:2]1[N:10]=[C:9]([O:11][CH2:12][C:13]([F:16])([F:15])[F:14])[C:8]([F:17])=[CH:7][C:3]=1[C:4]([OH:6])=[O:5].C(N(CC)CC)C. Product: [F:17][C:8]1[C:9]([O:11][CH2:12][C:13]([F:15])([F:16])[F:14])=[N:10][CH:2]=[C:3]([CH:7]=1)[C:4]([OH:6])=[O:5]. The catalyst class is: 63. (2) Reactant: [N:1]1([CH2:7][CH2:8][N:9]2[C:13]3[CH:14]=[CH:15][C:16](B4OC(C)(C)C(C)(C)O4)=[CH:17][C:12]=3[NH:11][C:10]2=[O:27])[CH2:6][CH2:5][O:4][CH2:3][CH2:2]1.Br[CH:29]=[C:30]1[C:36]2[CH:37]=[CH:38][C:39]([F:41])=[CH:40][C:35]=2[CH2:34][CH2:33][C:32]2[CH:42]=[C:43]([F:46])[CH:44]=[CH:45][C:31]1=2.C([O-])([O-])=O.[Na+].[Na+]. Product: [F:41][C:39]1[CH:38]=[CH:37][C:36]2[C:30](=[CH:29][C:16]3[CH:15]=[CH:14][C:13]4[N:9]([CH2:8][CH2:7][N:1]5[CH2:2][CH2:3][O:4][CH2:5][CH2:6]5)[C:10](=[O:27])[NH:11][C:12]=4[CH:17]=3)[C:31]3[CH:45]=[CH:44][C:43]([F:46])=[CH:42][C:32]=3[CH2:33][CH2:34][C:35]=2[CH:40]=1. The catalyst class is: 203. (3) Reactant: [C:1]([O:5][C:6]([N:8]1[CH2:13][CH2:12][C:11](=[C:14]([C:19]2[CH:24]=[CH:23][CH:22]=[CH:21][CH:20]=2)[C:15]([NH:17][NH2:18])=[O:16])[CH2:10][CH2:9]1)=[O:7])([CH3:4])([CH3:3])[CH3:2].CCN(C(C)C)C(C)C.[CH3:34][C:35]([CH3:46])([CH3:45])[C:36](O[C:34](=O)[C:35]([CH3:46])([CH3:45])[CH3:36])=O.C1C=CC(P(C2C=CC=CC=2)C2C=CC=CC=2)=CC=1.ClC(Cl)(Cl)C(Cl)(Cl)Cl. Product: [C:1]([O:5][C:6]([N:8]1[CH2:9][CH2:10][C:11](=[C:14]([C:19]2[CH:20]=[CH:21][CH:22]=[CH:23][CH:24]=2)[C:15]2[O:16][C:34]([C:35]([CH3:46])([CH3:45])[CH3:36])=[N:18][N:17]=2)[CH2:12][CH2:13]1)=[O:7])([CH3:4])([CH3:2])[CH3:3]. The catalyst class is: 23.